Dataset: Catalyst prediction with 721,799 reactions and 888 catalyst types from USPTO. Task: Predict which catalyst facilitates the given reaction. (1) Reactant: [CH2:1]([NH:3][C:4]([NH:6][C:7]1[CH:12]=[CH:11][C:10]([C:13]2[N:14]=[C:15]([N:24]3[CH2:29][CH2:28][O:27][CH2:26][C@@H:25]3[CH3:30])[C:16]3[CH2:17][CH2:18][NH:19][CH2:20][CH2:21][C:22]=3[N:23]=2)=[CH:9][CH:8]=1)=[O:5])[CH3:2].O1CCOCC1.C(N(CC)C(C)C)(C)C.[CH3:46][S:47](Cl)(=[O:49])=[O:48]. Product: [CH2:1]([NH:3][C:4]([NH:6][C:7]1[CH:12]=[CH:11][C:10]([C:13]2[N:14]=[C:15]([N:24]3[CH2:29][CH2:28][O:27][CH2:26][C@@H:25]3[CH3:30])[C:16]3[CH2:17][CH2:18][N:19]([S:47]([CH3:46])(=[O:49])=[O:48])[CH2:20][CH2:21][C:22]=3[N:23]=2)=[CH:9][CH:8]=1)=[O:5])[CH3:2]. The catalyst class is: 22. (2) Reactant: [NH:1]1[C:9]2[C:4](=[CH:5][C:6]([C:10]([O:12][CH3:13])=[O:11])=[CH:7][CH:8]=2)[CH:3]=[CH:2]1.CC(C)([O-])C.[K+].I[CH2:21][CH2:22][CH2:23][CH3:24]. Product: [CH2:21]([N:1]1[C:9]2[C:4](=[CH:5][C:6]([C:10]([O:12][CH3:13])=[O:11])=[CH:7][CH:8]=2)[CH:3]=[CH:2]1)[CH2:22][CH2:23][CH3:24]. The catalyst class is: 16. (3) Reactant: [CH2:1]([O:4][C:5]1[CH:10]=[CH:9][C:8]([C:11]2[CH:15]=[C:14]([CH2:16][C:17]([OH:19])=[O:18])[O:13][N:12]=2)=[C:7]([C:20]([F:23])([F:22])[F:21])[CH:6]=1)[CH2:2][CH3:3].[CH2:24](OC1C=CC(C2C=C(CC(OCC)=O)ON=2)=C(C(F)(F)F)C=1)[CH2:25][CH3:26]. Product: [CH2:1]([O:4][C:5]1[CH:10]=[CH:9][C:8]([C:11]2[CH:15]=[C:14]([CH2:16][C:17]([O:19][CH2:24][CH2:25][CH3:26])=[O:18])[O:13][N:12]=2)=[C:7]([C:20]([F:22])([F:23])[F:21])[CH:6]=1)[CH2:2][CH3:3]. The catalyst class is: 259. (4) Reactant: Cl[C:2]1[C:7]([N+:8]([O-:10])=[O:9])=[CH:6][CH:5]=[C:4]([Cl:11])[N:3]=1.[NH2:12][CH2:13][C:14]([O:16][CH2:17][CH3:18])=[O:15].C(N(CC)C(C)C)(C)C.C([O-])(O)=O.[Na+]. Product: [Cl:11][C:4]1[N:3]=[C:2]([NH:12][CH2:13][C:14]([O:16][CH2:17][CH3:18])=[O:15])[C:7]([N+:8]([O-:10])=[O:9])=[CH:6][CH:5]=1. The catalyst class is: 9. (5) Reactant: [H-].[Na+].[O:3]=[C:4]1[CH:9]([NH:10][S:11]([C:14]2[CH:19]=[CH:18][CH:17]=[CH:16][CH:15]=2)(=[O:13])=[O:12])[CH2:8][CH2:7][CH2:6][N:5]1[C:20]1[CH:25]=[CH:24][CH:23]=[CH:22][CH:21]=1.C(N=C=NC(C)C)(C)C.[CH2:35]([O:42][C:43](=[O:58])[CH2:44][CH2:45][C@@H:46]([C:55](O)=[O:56])[NH:47][C:48]([O:50][C:51]([CH3:54])([CH3:53])[CH3:52])=[O:49])[C:36]1[CH:41]=[CH:40][CH:39]=[CH:38][CH:37]=1. Product: [C:51]([O:50][C:48]([NH:47][CH:46]([C:55](=[O:56])[N:10]([CH:9]1[CH2:8][CH2:7][CH2:6][N:5]([C:20]2[CH:25]=[CH:24][CH:23]=[CH:22][CH:21]=2)[C:4]1=[O:3])[S:11]([C:14]1[CH:19]=[CH:18][CH:17]=[CH:16][CH:15]=1)(=[O:13])=[O:12])[CH2:45][CH2:44][C:43]([O:42][CH2:35][C:36]1[CH:41]=[CH:40][CH:39]=[CH:38][CH:37]=1)=[O:58])=[O:49])([CH3:54])([CH3:53])[CH3:52]. The catalyst class is: 3. (6) Reactant: Cl[C:2]1[CH:7]=[C:6]([Cl:8])[N:5]=[C:4]([C:9]2[CH:14]=[CH:13][CH:12]=[CH:11][CH:10]=2)[N:3]=1.[NH:15]([CH3:17])[CH3:16].C([O-])(O)=O.[Na+]. Product: [Cl:8][C:6]1[N:5]=[C:4]([C:9]2[CH:14]=[CH:13][CH:12]=[CH:11][CH:10]=2)[N:3]=[C:2]([N:15]([CH3:17])[CH3:16])[CH:7]=1. The catalyst class is: 396. (7) Reactant: C([O:8][C:9]1[CH:27]=[C:26]([CH2:28][CH3:29])[CH:25]=[CH:24][C:10]=1[O:11][C:12]1[CH:17]=[CH:16][C:15]([NH:18][CH2:19][CH2:20][CH2:21][OH:22])=[CH:14][C:13]=1[F:23])C1C=CC=CC=1.C([O-])=O.[NH4+]. Product: [CH2:28]([C:26]1[CH:25]=[CH:24][C:10]([O:11][C:12]2[CH:17]=[CH:16][C:15]([NH:18][CH2:19][CH2:20][CH2:21][OH:22])=[CH:14][C:13]=2[F:23])=[C:9]([OH:8])[CH:27]=1)[CH3:29]. The catalyst class is: 261.